Dataset: Experimentally validated miRNA-target interactions with 360,000+ pairs, plus equal number of negative samples. Task: Binary Classification. Given a miRNA mature sequence and a target amino acid sequence, predict their likelihood of interaction. (1) The miRNA is hsa-miR-181a-5p with sequence AACAUUCAACGCUGUCGGUGAGU. The protein sequence of the target gene is MTDDNSDDKIEDELQTFFTSDKDGNTHAYNPKSPPTQNSSASSVNWNSANPDDMVVDYETDPAVVTGENISLSLQGVEVFGHEKSSSDFISKQVLDMHKDSICQCPALVGTEKPKYLQHSCHSLEAVEGQSVEPSLPFVWKPNDNLNCAGYCDALELNQTFDMTVDKVNCTFISHHAIGKSQSFHTAGSLPPTGRRSGSTSSLSYSTWTSSHSDKTHARETTYDRESFENPQVTPSEAQDMTYTAFSDVVMQSEVFVSDIGNQCACSSGKVTSEYTDGSQQRLVGEKETQALTPVSDGME.... Result: 1 (interaction). (2) The miRNA is hsa-miR-1-3p with sequence UGGAAUGUAAAGAAGUAUGUAU. The protein sequence of the target gene is MSSSHSRAGQSAAGAAPGGGVDTRDAEMPATEKDLAEDAPWKKIQQNTFTRWCNEHLKCVSKRIANLQTDLSDGLRLIALLEVLSQKKMHRKHNQRPTFRQMQLENVSVALEFLDRESIKLVSIDSKAIVDGNLKLILGLIWTLILHYSISMPMWDEEEDEEAKKQTPKQRLLGWIQNKLPQLPITNFSRDWQSGRALGALVDSCAPGLCPDWDSWDASKPVTNAREAMQQADDWLGIPQVITPEEIVDPNVDEHSVMTYLSQFPKAKLKPGAPLRPKLNPKKARAYGPGIEPTGNMVKK.... Result: 1 (interaction). (3) The miRNA is hsa-miR-4284 with sequence GGGCUCACAUCACCCCAU. The protein sequence of the target gene is MSGHPGSWEMNSVAFEDVAVNFTQEEWALLDPSQKNLYRDVMQETFRNLASIGNKGEDQSIEDQYKNSSRNLRHIISHSGNNPYGCEECGKKPCTCKQCQKTSLSVTRVHRDTVMHTGNGHYGCTICEKVFNIPSSFQIHQRNHTGEKPYECMECGKALGFSRSLNRHKRIHTGEKRYECKQCGKAFSRSSHLRDHERTHTGEKPYECKHCGKAFRYSNCLHYHERTHTGEKPYVCMECGKAFSCLSSLQGHIKAHAGEEPYPCKQCGKAFRYASSLQKHEKTHIAQKPYVCNNCGKGFR.... Result: 1 (interaction). (4) The miRNA is hsa-miR-4711-5p with sequence UGCAUCAGGCCAGAAGACAUGAG. The protein sequence of the target gene is MDYDSYQHYFYDYDCGEDFYRSTAPSEDIWKKFELVPSPPTSPPWGLGPGAGDPAPGIGPPEPWPGGCTGDEAESRGHSKGWGRNYASIIRRDCMWSGFSARERLERAVSDRLAPGAPRGNPPKASAAPDCTPSLEAGNPAPAAPCPLGEPKTQACSGSESPSDSENEEIDVVTVEKRQSLGIRKPVTITVRADPLDPCMKHFHISIHQQQHNYAARFPPESCSQEEASERGPQEEVLERDAAGEKEDEEDEEIVSPPPVESEAAQSCHPKPVSSDTEDVTKRKNHNFLERKRRNDLRSR.... Result: 0 (no interaction). (5) The miRNA is mmu-miR-344c-3p with sequence UGAUCUAGUCAAAGCCUGACAGU. The protein sequence of the target gene is MSEDEEKVKLRRLEPAIQKFIKIVIPTDLERLRKHQINIEKYQRCRIWDKLHEEHINAGRTVQQLRSNIREIEKLCLKVRKDDLVLLKRMIDPVKEEASAATAEFLQLHLESVEELKKQFNDEETLLQPPLTRSMTVGGAFHTTEAEASSQSLTQIYALPEIPQDQNAAESWETLEADLIELSQLVTDFSLLVNSQQEKIDSIADHVNSAAVNVEEGTKNLGKAAKYKLAALPVAGALIGGMVGGPIGLLAGFKVAGIAAALGGGVLGFTGGKLIQRKKQKMMEKLTSSCPDLPSQTDKK.... Result: 0 (no interaction). (6) The miRNA is hsa-miR-2909 with sequence GUUAGGGCCAACAUCUCUUGG. The protein sequence of the target gene is MEGKWLLCLLLVLGTAAVEAHDGHDDDAIDIEDDLDDVIEEVEDSKSKSDASTPPSPKVTYKAPVPTGEVYFADSFDRGSLSGWILSKAKKDDTDDEIAKYDGKWEVDEMKETKLPGDKGLVLMSRAKHHAISAKLNKPFLFDTKPLIVQYEVNFQNGIECGGAYVKLLSKTAELSLDQFHDKTPYTIMFGPDKCGEDYKLHFIFRHKNPKTGVYEEKHAKRPDADLKTYFTDKKTHLYTLILNPDNSFEILVDQSVVNSGNLLNDMTPPVNPSREIEDPEDRKPEDWDERPKIADPDAV.... Result: 0 (no interaction). (7) The miRNA is hsa-miR-625-5p with sequence AGGGGGAAAGUUCUAUAGUCC. The protein sequence of the target gene is MSRKASENVEYTLRSLSSLMGERRRKQPEPDAASAAGECSLLAAAESSTSLQSAGAGGGGVGDLERAARRQFQQDETPAFVYVVAVFSALGGFLFGYDTGVVSGAMLLLKRQLSLDALWQELLVSSTVGAAAVSALAGGALNGVFGRRAAILLASALFTAGSAVLAAANNKETLLAGRLVVGLGIGIASMTVPVYIAEVSPPNLRGRLVTINTLFITGGQFFASVVDGAFSYLQKDGWRYMLGLAAVPAVIQFFGFLFLPESPRWLIQKGQTQKARRILSQMRGNQTIDEEYDSIKNNIE.... Result: 0 (no interaction).